This data is from NCI-60 drug combinations with 297,098 pairs across 59 cell lines. The task is: Regression. Given two drug SMILES strings and cell line genomic features, predict the synergy score measuring deviation from expected non-interaction effect. (1) Drug 1: C1C(C(OC1N2C=NC3=C(N=C(N=C32)Cl)N)CO)O. Drug 2: CNC(=O)C1=NC=CC(=C1)OC2=CC=C(C=C2)NC(=O)NC3=CC(=C(C=C3)Cl)C(F)(F)F. Cell line: MALME-3M. Synergy scores: CSS=8.25, Synergy_ZIP=-4.52, Synergy_Bliss=-1.06, Synergy_Loewe=-25.9, Synergy_HSA=-5.58. (2) Synergy scores: CSS=9.12, Synergy_ZIP=5.18, Synergy_Bliss=8.39, Synergy_Loewe=7.53, Synergy_HSA=7.28. Drug 2: CC1=C(C(=CC=C1)Cl)NC(=O)C2=CN=C(S2)NC3=CC(=NC(=N3)C)N4CCN(CC4)CCO. Cell line: U251. Drug 1: CS(=O)(=O)C1=CC(=C(C=C1)C(=O)NC2=CC(=C(C=C2)Cl)C3=CC=CC=N3)Cl. (3) Drug 1: C1=CC(=CC=C1CCC2=CNC3=C2C(=O)NC(=N3)N)C(=O)NC(CCC(=O)O)C(=O)O. Drug 2: CC12CCC3C(C1CCC2OP(=O)(O)O)CCC4=C3C=CC(=C4)OC(=O)N(CCCl)CCCl.[Na+]. Cell line: MCF7. Synergy scores: CSS=24.8, Synergy_ZIP=1.53, Synergy_Bliss=0.104, Synergy_Loewe=-15.4, Synergy_HSA=-4.96. (4) Drug 2: C(CN)CNCCSP(=O)(O)O. Drug 1: C1=NC2=C(N=C(N=C2N1C3C(C(C(O3)CO)O)O)F)N. Cell line: NCI-H322M. Synergy scores: CSS=-6.96, Synergy_ZIP=1.02, Synergy_Bliss=-4.01, Synergy_Loewe=-4.00, Synergy_HSA=-7.35.